Predict the product of the given reaction. From a dataset of Forward reaction prediction with 1.9M reactions from USPTO patents (1976-2016). (1) Given the reactants Cl.O1CCOCC1.[Cl:8][C:9]1[CH:14]=[CH:13][C:12](/[CH:15]=[CH:16]/[C:17]([N:19]2[CH2:24][CH2:23][CH:22]([NH:25]C(=O)OC(C)(C)C)[CH2:21][CH2:20]2)=[O:18])=[C:11]([CH2:33][N:34]2[N:38]=[N:37][C:36]([CH3:39])=[N:35]2)[CH:10]=1, predict the reaction product. The product is: [NH2:25][CH:22]1[CH2:21][CH2:20][N:19]([C:17](=[O:18])/[CH:16]=[CH:15]/[C:12]2[CH:13]=[CH:14][C:9]([Cl:8])=[CH:10][C:11]=2[CH2:33][N:34]2[N:38]=[N:37][C:36]([CH3:39])=[N:35]2)[CH2:24][CH2:23]1. (2) Given the reactants [NH2:1][C@H:2]([C@H:21]([C:23]1[C:31]2[C:26](=[CH:27][CH:28]=[CH:29][CH:30]=2)[NH:25][CH:24]=1)[CH3:22])[C:3]([NH:5][C:6]1[CH:7]=[C:8]([CH:18]=[CH:19][CH:20]=1)[CH2:9][NH:10][C:11](=[O:17])[O:12][C:13]([CH3:16])([CH3:15])[CH3:14])=[O:4].[C:32]([N:40]1[CH2:45][CH2:44][CH:43]([CH2:46][CH2:47][C:48](O)=[O:49])[CH2:42][CH2:41]1)(=[O:39])[C:33]1[CH:38]=[CH:37][CH:36]=[CH:35][CH:34]=1.CCN=C=NCCCN(C)C.C1C=CC2N(O)N=NC=2C=1.C(=O)([O-])O.[Na+], predict the reaction product. The product is: [C:32]([N:40]1[CH2:45][CH2:44][CH:43]([CH2:46][CH2:47][C:48]([NH:1][C@H:2]([C@H:21]([C:23]2[C:31]3[C:26](=[CH:27][CH:28]=[CH:29][CH:30]=3)[NH:25][CH:24]=2)[CH3:22])[C:3]([NH:5][C:6]2[CH:7]=[C:8]([CH:18]=[CH:19][CH:20]=2)[CH2:9][NH:10][C:11](=[O:17])[O:12][C:13]([CH3:16])([CH3:15])[CH3:14])=[O:4])=[O:49])[CH2:42][CH2:41]1)(=[O:39])[C:33]1[CH:34]=[CH:35][CH:36]=[CH:37][CH:38]=1. (3) Given the reactants O=C1C2C(=CC=CC=2)C(=O)[N:3]1[CH2:12][CH2:13][N:14]1[C:23]2[C:18](=[N:19][CH:20]=[C:21]([CH2:24][C:25]3[CH:30]=[CH:29][C:28]([F:31])=[CH:27][CH:26]=3)[CH:22]=2)[C:17]([OH:32])=[C:16]([C:33]([NH:35][CH2:36][CH2:37][O:38][CH2:39][CH3:40])=[O:34])[C:15]1=[O:41].NN.O, predict the reaction product. The product is: [NH2:3][CH2:12][CH2:13][N:14]1[C:23]2[C:18](=[N:19][CH:20]=[C:21]([CH2:24][C:25]3[CH:26]=[CH:27][C:28]([F:31])=[CH:29][CH:30]=3)[CH:22]=2)[C:17]([OH:32])=[C:16]([C:33]([NH:35][CH2:36][CH2:37][O:38][CH2:39][CH3:40])=[O:34])[C:15]1=[O:41]. (4) Given the reactants [Cl:1][C:2]1[C:7]([C:8]2[CH:13]=[CH:12][CH:11]=[CH:10][CH:9]=2)=[N:6][N:5]=[C:4]2[NH:14][N:15]=[C:16]([CH3:17])[C:3]=12.[N:18]1([CH2:23][CH2:24]O)[CH2:22][CH2:21][CH2:20][CH2:19]1, predict the reaction product. The product is: [Cl:1][C:2]1[C:7]([C:8]2[CH:13]=[CH:12][CH:11]=[CH:10][CH:9]=2)=[N:6][N:5]=[C:4]2[N:14]([CH2:24][CH2:23][N:18]3[CH2:22][CH2:21][CH2:20][CH2:19]3)[N:15]=[C:16]([CH3:17])[C:3]=12.